Task: Predict the product of the given reaction.. Dataset: Forward reaction prediction with 1.9M reactions from USPTO patents (1976-2016) (1) Given the reactants [CH:1]1([N:7]2[C:11]3[CH:12]=[C:13]([O:16][CH2:17][CH2:18][CH2:19][CH2:20][CH2:21][C:22](OC)=[O:23])[CH:14]=[CH:15][C:10]=3[N:9]=[C:8]2[C:26]2[CH:31]=[CH:30][CH:29]=[CH:28][CH:27]=2)[CH2:6][CH2:5][CH2:4][CH2:3][CH2:2]1.[CH2:32]([NH2:37])[CH2:33][CH:34]([CH3:36])[CH3:35], predict the reaction product. The product is: [CH:1]1([N:7]2[C:11]3[CH:12]=[C:13]([O:16][CH2:17][CH2:18][CH2:19][CH2:20][CH2:21][C:22]([NH:37][CH2:32][CH2:33][CH:34]([CH3:36])[CH3:35])=[O:23])[CH:14]=[CH:15][C:10]=3[N:9]=[C:8]2[C:26]2[CH:31]=[CH:30][CH:29]=[CH:28][CH:27]=2)[CH2:2][CH2:3][CH2:4][CH2:5][CH2:6]1. (2) Given the reactants [C:1]([C:3]1[CH:4]=[N:5][N:6]2[CH:11]=[CH:10][C:9]([C:12]3[CH:20]=[CH:19][C:15]([C:16]([OH:18])=O)=[CH:14][CH:13]=3)=[N:8][C:7]=12)#[CH:2].C[N:22]1[CH2:27][CH2:26][O:25][CH2:24][CH2:23]1.CN(C(ON1N=NC2C=CC=NC1=2)=[N+](C)C)C.F[P-](F)(F)(F)(F)F.N1CCOCC1, predict the reaction product. The product is: [C:1]([C:3]1[CH:4]=[N:5][N:6]2[CH:11]=[CH:10][C:9]([C:12]3[CH:13]=[CH:14][C:15]([C:16]([N:22]4[CH2:27][CH2:26][O:25][CH2:24][CH2:23]4)=[O:18])=[CH:19][CH:20]=3)=[N:8][C:7]=12)#[CH:2]. (3) Given the reactants [Cl:1][C:2]1[C:3]([CH2:8]O)=[N:4][CH:5]=[CH:6][N:7]=1.C1(=O)[NH:14]C(=O)C2=CC=CC=C12.C1(P(C2C=CC=CC=2)C2C=CC=CC=2)C=CC=CC=1.CC(OC(/N=N/C(OC(C)C)=O)=O)C.NN, predict the reaction product. The product is: [ClH:1].[ClH:1].[Cl:1][C:2]1[C:3]([CH2:8][NH2:14])=[N:4][CH:5]=[CH:6][N:7]=1. (4) Given the reactants [Br:1][C:2]1[CH:7]=[CH:6][C:5]([NH:8][C:9]([C:11]2[S:12][CH:13]=[CH:14][C:15]=2[NH2:16])=[O:10])=[CH:4][C:3]=1[CH3:17].BrC1C=CC(N)=CC=1C.[CH3:27][NH:28][C:29]([C:31]1[CH:36]=[C:35]([CH:37]=O)[CH:34]=[CH:33][N:32]=1)=[O:30].OS(O)(=O)=O.[BH4-].[Na+].[OH-].[Na+], predict the reaction product. The product is: [CH3:27][NH:28][C:29]([C:31]1[CH:36]=[C:35]([CH2:37][NH:16][C:15]2[CH:14]=[CH:13][S:12][C:11]=2[C:9](=[O:10])[NH:8][C:5]2[CH:6]=[CH:7][C:2]([Br:1])=[C:3]([CH3:17])[CH:4]=2)[CH:34]=[CH:33][N:32]=1)=[O:30].